Dataset: Catalyst prediction with 721,799 reactions and 888 catalyst types from USPTO. Task: Predict which catalyst facilitates the given reaction. Reactant: Cl[C:2]1[N:9]=[C:8]([NH:10][C:11]2[CH:15]=[C:14]([CH3:16])[NH:13][N:12]=2)[CH:7]=[C:6]([C:17]2[CH:18]=[N:19][CH:20]=[CH:21][CH:22]=2)[C:3]=1[C:4]#[N:5].[O:23]([CH2:30][CH2:31][NH2:32])[C:24]1[CH:29]=[CH:28][CH:27]=[CH:26][CH:25]=1.C(=O)([O-])O.[Na+].CS(C)=O. Product: [O:23]([CH2:30][CH2:31][NH:32][C:2]1[N:9]=[C:8]([NH:10][C:11]2[CH:15]=[C:14]([CH3:16])[NH:13][N:12]=2)[CH:7]=[C:6]([C:17]2[CH:18]=[N:19][CH:20]=[CH:21][CH:22]=2)[C:3]=1[C:4]#[N:5])[C:24]1[CH:29]=[CH:28][CH:27]=[CH:26][CH:25]=1. The catalyst class is: 6.